Dataset: Forward reaction prediction with 1.9M reactions from USPTO patents (1976-2016). Task: Predict the product of the given reaction. (1) Given the reactants N#N.C(OC([NH:10][CH:11]([CH2:15][C:16]1[CH:21]=[CH:20][C:19]([O:22][CH3:23])=[CH:18][CH:17]=1)[C:12](O)=O)=O)(C)(C)C.CCN(C(C)C)C(C)C.CN(C(O[N:41]1N=[N:48][C:43]2[CH:44]=[CH:45][CH:46]=[N:47][C:42]1=2)=[N+](C)C)C.F[P-](F)(F)(F)(F)F.N1C=CC=C(N)C=1N, predict the reaction product. The product is: [N:48]1[C:43]2[C:42](=[N:47][CH:46]=[CH:45][CH:44]=2)[NH:41][C:12]=1[CH:11]([NH2:10])[CH2:15][C:16]1[CH:17]=[CH:18][C:19]([O:22][CH3:23])=[CH:20][CH:21]=1. (2) Given the reactants [NH:1]1[C:10]2[C:5](=[CH:6][CH:7]=[CH:8][CH:9]=2)[CH2:4][CH2:3][CH2:2]1.[N+:11]([O-])([OH:13])=[O:12].C(=O)([O-])[O-].[K+].[K+].CCOC(C)=O, predict the reaction product. The product is: [N+:11]([C:8]1[CH:9]=[C:10]2[C:5]([CH2:4][CH2:3][CH2:2][NH:1]2)=[CH:6][CH:7]=1)([O-:13])=[O:12]. (3) Given the reactants Br[C:2]1[CH:23]=[CH:22][C:5]([CH2:6][N:7]2[C:16]3[CH2:15][CH2:14][CH2:13][CH:12]([OH:17])[C:11]=3[C:10](=[O:18])[C:9]([C:19]([OH:21])=[O:20])=[CH:8]2)=[CH:4][CH:3]=1.CC(C1C=C(C(C)C)C(C2C=CC=CC=2P(C2CCCCC2)C2CCCCC2)=C(C(C)C)C=1)C.[CH3:58][O:59][C:60]1[CH:65]=[CH:64][CH:63]=[CH:62][C:61]=1B(O)O.C(=O)([O-])[O-].[K+].[K+], predict the reaction product. The product is: [OH:17][CH:12]1[CH2:13][CH2:14][CH2:15][C:16]2[N:7]([CH2:6][C:5]3[CH:22]=[CH:23][C:2]([C:61]4[CH:62]=[CH:63][CH:64]=[CH:65][C:60]=4[O:59][CH3:58])=[CH:3][CH:4]=3)[CH:8]=[C:9]([C:19]([OH:21])=[O:20])[C:10](=[O:18])[C:11]1=2. (4) Given the reactants C1COCC1.C([O:9][C:10](=[O:24])[C:11]1[CH:16]=[C:15]([F:17])[C:14]([O:18][CH2:19][C:20]#[CH:21])=[C:13]([F:22])[C:12]=1[F:23])C#C.O.[OH-].[Li+].Cl, predict the reaction product. The product is: [CH2:19]([O:18][C:14]1[C:15]([F:17])=[CH:16][C:11]([C:10]([OH:24])=[O:9])=[C:12]([F:23])[C:13]=1[F:22])[C:20]#[CH:21]. (5) Given the reactants [Cl:1][C:2]1[C:10]2[NH:9][C:8](=O)[N:7](CC3C=CC(OC)=CC=3)[C:6]=2[C:5]([CH:21]([CH2:24][CH3:25])[CH2:22][CH3:23])=[CH:4][CH:3]=1.P(Cl)(Cl)([Cl:28])=O, predict the reaction product. The product is: [Cl:28][C:8]1[NH:7][C:6]2[C:5]([CH:21]([CH2:24][CH3:25])[CH2:22][CH3:23])=[CH:4][CH:3]=[C:2]([Cl:1])[C:10]=2[N:9]=1. (6) Given the reactants [NH2:1][C:2]1[N:10]=[C:9]([CH:11]([OH:15])[CH2:12][CH2:13][CH3:14])[N:8]=[C:7]2[C:3]=1[N:4]=[C:5]([N:17]1[N:21]=[CH:20][CH:19]=[N:18]1)[N:6]2[CH3:16], predict the reaction product. The product is: [NH2:1][C:2]1[N:10]=[C:9]([C:11](=[O:15])[CH2:12][CH2:13][CH3:14])[N:8]=[C:7]2[C:3]=1[N:4]=[C:5]([N:17]1[N:21]=[CH:20][CH:19]=[N:18]1)[N:6]2[CH3:16].